From a dataset of Full USPTO retrosynthesis dataset with 1.9M reactions from patents (1976-2016). Predict the reactants needed to synthesize the given product. (1) Given the product [CH3:1][O:2][C:3](=[O:34])[CH2:4][CH2:5][CH2:6][CH2:7][CH2:8][O:9][C:10]1[CH:11]=[CH:12][C:13]2[N:17]=[C:16]([C:18]3[CH:19]=[CH:20][CH:21]=[CH:22][CH:23]=3)[N:15]([C:24]3[CH:29]=[CH:28][CH:27]=[CH:26][CH:25]=3)[C:14]=2[C:30]=1[NH2:31], predict the reactants needed to synthesize it. The reactants are: [CH3:1][O:2][C:3](=[O:34])[CH2:4][CH2:5][CH2:6][CH2:7][CH2:8][O:9][C:10]1[CH:11]=[CH:12][C:13]2[N:17]=[C:16]([C:18]3[CH:23]=[CH:22][CH:21]=[CH:20][CH:19]=3)[N:15]([C:24]3[CH:29]=[CH:28][CH:27]=[CH:26][CH:25]=3)[C:14]=2[C:30]=1[N+:31]([O-])=O. (2) Given the product [C:16]1([C:22]([N:24]2[CH2:29][CH2:28][N:27]([C:30]3[CH:31]=[CH:32][C:33]([O:36][CH2:2][C@H:3]4[CH2:8][CH2:7][CH2:6][N:5]([C:9]([O:11][C:12]([CH3:15])([CH3:14])[CH3:13])=[O:10])[CH2:4]4)=[CH:34][CH:35]=3)[CH2:26][CH2:25]2)=[O:23])[CH:17]=[CH:18][CH:19]=[CH:20][CH:21]=1, predict the reactants needed to synthesize it. The reactants are: I[CH2:2][C@H:3]1[CH2:8][CH2:7][CH2:6][N:5]([C:9]([O:11][C:12]([CH3:15])([CH3:14])[CH3:13])=[O:10])[CH2:4]1.[C:16]1([C:22]([N:24]2[CH2:29][CH2:28][N:27]([C:30]3[CH:35]=[CH:34][C:33]([OH:36])=[CH:32][CH:31]=3)[CH2:26][CH2:25]2)=[O:23])[CH:21]=[CH:20][CH:19]=[CH:18][CH:17]=1. (3) Given the product [C:13]([O:12][C:10]([CH2:9][NH:8][C:2](=[O:3])[O:4][CH2:5][Cl:6])=[O:11])([CH3:16])([CH3:15])[CH3:14], predict the reactants needed to synthesize it. The reactants are: Cl[C:2]([O:4][CH2:5][Cl:6])=[O:3].Cl.[NH2:8][CH2:9][C:10]([O:12][C:13]([CH3:16])([CH3:15])[CH3:14])=[O:11].C(N(C(C)C)CC)(C)C. (4) Given the product [CH2:27]([O:26][C:22](=[O:25])[CH2:23][CH2:24][N:12]1[C:13]2[CH:18]=[CH:17][CH:16]=[CH:15][C:14]=2[N:10]([CH2:9][C:8]2[C:4]3[CH:3]=[C:2]([Cl:1])[CH:21]=[CH:20][C:5]=3[S:6][CH:7]=2)[C:11]1=[O:19])[CH3:28], predict the reactants needed to synthesize it. The reactants are: [Cl:1][C:2]1[CH:21]=[CH:20][C:5]2[S:6][CH:7]=[C:8]([CH2:9][N:10]3[C:14]4[CH:15]=[CH:16][CH:17]=[CH:18][C:13]=4[NH:12][C:11]3=[O:19])[C:4]=2[CH:3]=1.[C:22]([O:26][CH2:27][CH3:28])(=[O:25])[CH:23]=[CH2:24].[OH-].C([N+](C)(C)C)C1C=CC=CC=1. (5) Given the product [CH2:1]([N:3]1[CH:7]=[C:6]([C:8]2[CH:13]=[CH:12][N:11]=[C:10]3[NH:14][CH:15]=[CH:16][C:9]=23)[C:5]([C:17]2[CH:23]=[CH:22][C:20]([NH:21][C:34]([NH:33][CH:30]([CH3:32])[CH3:31])=[O:35])=[CH:19][CH:18]=2)=[N:4]1)[CH3:2], predict the reactants needed to synthesize it. The reactants are: [CH2:1]([N:3]1[CH:7]=[C:6]([C:8]2[CH:13]=[CH:12][N:11]=[C:10]3[NH:14][CH:15]=[CH:16][C:9]=23)[C:5]([C:17]2[CH:23]=[CH:22][C:20]([NH2:21])=[CH:19][CH:18]=2)=[N:4]1)[CH3:2].N1C=CC=CC=1.[CH:30]([N:33]=[C:34]=[O:35])([CH3:32])[CH3:31].O. (6) Given the product [CH2:6]1[C:17]2[C:18](=[CH:12][CH:3]=[CH:4][CH:13]=2)[CH2:11][CH2:10][C:5]1=[N:9][NH:8][C:6](=[O:7])[C:5]1[CH:10]=[CH:11][CH:12]=[C:3]([O:2][CH3:1])[C:4]=1[CH3:13], predict the reactants needed to synthesize it. The reactants are: [CH3:1][O:2][C:3]1[C:4]([CH3:13])=[C:5]([CH:10]=[CH:11][CH:12]=1)[C:6]([NH:8][NH2:9])=[O:7].CCO[CH2:17][CH3:18].